This data is from Cav3 T-type calcium channel HTS with 100,875 compounds. The task is: Binary Classification. Given a drug SMILES string, predict its activity (active/inactive) in a high-throughput screening assay against a specified biological target. (1) The drug is O1C(OCC)C(C(c2c3c(n(c2)C(=O)C)cccc3)C=C1C(=O)N1CCN(CC1)Cc1cc2OCOc2cc1)CCCO. The result is 0 (inactive). (2) The drug is Fc1cc(C(=O)Nc2oc(nn2)c2cc(OC)ccc2)ccc1. The result is 0 (inactive). (3) The drug is S(c1n(Cc2occc2)c(nn1)c1cc(OC)ccc1)CC(=O)NCc1cc2OCOc2cc1. The result is 1 (active). (4) The drug is O(C(=O)C1C(N(C(=O)NC1c1ccccc1)Cc1ccccc1)C)C. The result is 0 (inactive). (5) The drug is Brc1sc(C(=O)Nc2sc3CCCCc3n2)cc1. The result is 0 (inactive). (6) The molecule is Clc1c(OC(=O)N2CCCCC2)c2ncccc2c(Cl)c1. The result is 0 (inactive). (7) The molecule is S(=O)(=O)(NCC1OCCC1)c1c(ccc(c1)c1nn2c(nnc2c2occc2)c2c1cccc2)C. The result is 0 (inactive). (8) The compound is ClC(Cl)(Cl)C(NC(=S)Nc1ccc([N+]([O-])=O)cc1)NC(OC)=O. The result is 0 (inactive).